From a dataset of Peptide-MHC class II binding affinity with 134,281 pairs from IEDB. Regression. Given a peptide amino acid sequence and an MHC pseudo amino acid sequence, predict their binding affinity value. This is MHC class II binding data. (1) The MHC is DRB1_0401 with pseudo-sequence DRB1_0401. The peptide sequence is ATVATAPEVKYTVFETALKKAITAMS. The binding affinity (normalized) is 0.713. (2) The MHC is DRB1_0405 with pseudo-sequence DRB1_0405. The peptide sequence is ILFSYFQDLVITLPF. The binding affinity (normalized) is 0.430. (3) The peptide sequence is DFTLFIKTGHLNRAM. The MHC is DRB1_0101 with pseudo-sequence DRB1_0101. The binding affinity (normalized) is 0.685. (4) The MHC is DRB1_0401 with pseudo-sequence DRB1_0401. The binding affinity (normalized) is 0.921. The peptide sequence is EAAAIFMTATPPGTA. (5) The peptide sequence is LRKAFDAFDREKSGS. The MHC is DRB3_0202 with pseudo-sequence DRB3_0202. The binding affinity (normalized) is 0. (6) The peptide sequence is KYDAYVATLSEALRI. The MHC is DRB1_0802 with pseudo-sequence DRB1_0802. The binding affinity (normalized) is 0.145. (7) The peptide sequence is DCLLCAYSIEFGTNISKEHD. The MHC is HLA-DQA10301-DQB10302 with pseudo-sequence HLA-DQA10301-DQB10302. The binding affinity (normalized) is 0.539. (8) The peptide sequence is FVVFLVAAALGGLAA. The MHC is DRB3_0101 with pseudo-sequence DRB3_0101. The binding affinity (normalized) is 0.124.